From a dataset of Reaction yield outcomes from USPTO patents with 853,638 reactions. Predict the reaction yield, written as a fraction of the theoretical maximum amount of product (1.0 means a 100% yield; for example, 0.34 means a 34% yield). (1) The reactants are I[C:2]1[CH:3]=[C:4]([N:8]2[C:12]3=[CH:13][N:14]=[CH:15][CH:16]=[C:11]3[C:10]([C:17]([O:19][CH3:20])=[O:18])=[N:9]2)[CH:5]=[CH:6][CH:7]=1.[C:21]([C@:23]1([OH:30])[CH2:27][CH2:26][N:25]([CH3:28])[C:24]1=[O:29])#[CH:22]. No catalyst specified. The product is [OH:30][C@@:23]1([C:21]#[C:22][C:2]2[CH:3]=[C:4]([N:8]3[C:12]4=[CH:13][N:14]=[CH:15][CH:16]=[C:11]4[C:10]([C:17]([O:19][CH3:20])=[O:18])=[N:9]3)[CH:5]=[CH:6][CH:7]=2)[CH2:27][CH2:26][N:25]([CH3:28])[C:24]1=[O:29]. The yield is 0.570. (2) The reactants are [CH2:1]([NH2:8])[C:2]1[CH:7]=[CH:6][CH:5]=[CH:4][CH:3]=1. The catalyst is [Pd].CC#N. The product is [CH2:1]([NH:8][CH2:1][C:2]1[CH:7]=[CH:6][CH:5]=[CH:4][CH:3]=1)[C:2]1[CH:7]=[CH:6][CH:5]=[CH:4][CH:3]=1. The yield is 0.910. (3) The reactants are [Br:1][C:2]1[N:3]=[C:4]2[CH:10]=[CH:9][NH:8][C:5]2=[N:6][CH:7]=1.[H-].[Na+].[C:13]1([CH3:23])[CH:18]=[CH:17][C:16]([S:19](Cl)(=[O:21])=[O:20])=[CH:15][CH:14]=1.[OH-].[Na+]. The product is [Br:1][C:2]1[N:3]=[C:4]2[CH:10]=[CH:9][N:8]([S:19]([C:16]3[CH:17]=[CH:18][C:13]([CH3:23])=[CH:14][CH:15]=3)(=[O:21])=[O:20])[C:5]2=[N:6][CH:7]=1. The catalyst is CN(C=O)C. The yield is 0.970. (4) The reactants are [C:1]([C:5]1[CH:9]=[C:8]([NH:10][C:11]([NH:13][C@@H:14]2[C:23]3[C:18](=[CH:19][CH:20]=[CH:21][CH:22]=3)[C@H:17]([O:24][C:25]3[CH:26]=[CH:27][C:28]4[N:29]([C:31]([N:34]5[CH2:39][CH2:38][CH2:37][CH2:36][C@@H:35]5[CH3:40])=[N:32][N:33]=4)[CH:30]=3)[CH2:16][CH2:15]2)=[O:12])[N:7]([C:41]2[CH:42]=[C:43]([CH:52]=[CH:53][CH:54]=2)[O:44][CH2:45][CH2:46][O:47]S(C)(=O)=O)[N:6]=1)([CH3:4])([CH3:3])[CH3:2].[O:55]1[CH:61]=[CH:60][CH:59]=[N:58][CH:57]=[CH:56]1. The catalyst is C1COCC1. The product is [CH:46]([OH:47])=[O:55].[C:1]([C:5]1[CH:9]=[C:8]([NH:10][C:11]([NH:13][C@@H:14]2[C:23]3[C:18](=[CH:19][CH:20]=[CH:21][CH:22]=3)[C@H:17]([O:24][C:25]3[CH:26]=[CH:27][C:28]4[N:29]([C:31]([N:34]5[CH2:39][CH2:38][CH2:37][CH2:36][C@@H:35]5[CH3:40])=[N:32][N:33]=4)[CH:30]=3)[CH2:16][CH2:15]2)=[O:12])[N:7]([C:41]2[CH:54]=[CH:53][CH:52]=[C:43]([O:44][CH2:45][CH2:46][N:58]3[CH2:59][CH2:60][CH2:61][O:55][CH2:56][CH2:57]3)[CH:42]=2)[N:6]=1)([CH3:2])([CH3:3])[CH3:4]. The yield is 0.530. (5) The reactants are Cl[CH2:2][CH2:3][CH2:4][N:5]1[C:10]2[CH:11]=[CH:12][CH:13]=[CH:14][C:9]=2[S:8][CH2:7][C:6]1=[O:15].C([O-])([O-])=O.[K+].[K+].[Na+].[I-].[CH2:24]([O:27][CH:28]1[CH2:33][CH2:32][NH:31][CH2:30][CH2:29]1)[CH2:25][CH3:26]. The catalyst is CCCCCCC.CCOC(C)=O. The product is [CH2:24]([O:27][CH:28]1[CH2:33][CH2:32][N:31]([CH2:2][CH2:3][CH2:4][N:5]2[C:10]3[CH:11]=[CH:12][CH:13]=[CH:14][C:9]=3[S:8][CH2:7][C:6]2=[O:15])[CH2:30][CH2:29]1)[CH2:25][CH3:26]. The yield is 0.790. (6) The reactants are FC(F)(F)S(O[C:7]1[CH:15]=[CH:14][C:13]([C:16]2[N:17]([C:42]([O:44][C:45]([CH3:48])([CH3:47])[CH3:46])=[O:43])[C:18]3[C:23]([CH:24]=2)=[CH:22][C:21]([CH2:25][N:26]2[CH2:31][CH2:30][N:29]([CH2:32][CH2:33][O:34][Si:35]([C:38]([CH3:41])([CH3:40])[CH3:39])([CH3:37])[CH3:36])[CH2:28][CH2:27]2)=[CH:20][CH:19]=3)=[C:12]2[C:8]=1[CH2:9][NH:10][C:11]2=[O:49])(=O)=O.[CH:52]1(B(O)O)[CH2:54][CH2:53]1.C(=O)([O-])[O-].[K+].[K+].O. The catalyst is C(COC)OC. The product is [CH:52]1([C:7]2[CH:15]=[CH:14][C:13]([C:16]3[N:17]([C:42]([O:44][C:45]([CH3:46])([CH3:48])[CH3:47])=[O:43])[C:18]4[C:23]([CH:24]=3)=[CH:22][C:21]([CH2:25][N:26]3[CH2:27][CH2:28][N:29]([CH2:32][CH2:33][O:34][Si:35]([C:38]([CH3:40])([CH3:39])[CH3:41])([CH3:36])[CH3:37])[CH2:30][CH2:31]3)=[CH:20][CH:19]=4)=[C:12]3[C:8]=2[CH2:9][NH:10][C:11]3=[O:49])[CH2:54][CH2:53]1. The yield is 0.680.